This data is from Experimentally validated miRNA-target interactions with 360,000+ pairs, plus equal number of negative samples. The task is: Binary Classification. Given a miRNA mature sequence and a target amino acid sequence, predict their likelihood of interaction. (1) The miRNA is hsa-miR-6078 with sequence CCGCCUGAGCUAGCUGUGG. The protein sequence of the target gene is MEDPGETGAHPLGATNLNFVPGHQQKEKPSTDPLYDTPDTRGVQAGGSQQPARTVSLRERLLITRPVWLQLRANAAAALHVLRTEPPGTFLVRKSNTRQCQALCVRLPEASGPSFVSSHYIEESTGGVSLEGSELMFQDLVQLICGYCRTRAIHQAATHKELEAISHLGMEFWSSSLNTKDQQRPSEAPPIPRLKARSPQELDQGTGAALCFFNPLFPGDLGPTKREKFKRSFKVRVSTETSSPLSPPAVPPPPVPVLPGTSSSQTERLPPRQLLQRESSVGYRVPGSAASPCLPPLPSL.... Result: 0 (no interaction). (2) The miRNA is hsa-miR-1909-5p with sequence UGAGUGCCGGUGCCUGCCCUG. The protein sequence of the target gene is MDDQDPGGISPLQQMVASGAGAVVTSLFMTPLDVVKVRLQSQRPSATSELTTPSRFWSLSYTKSSSALQSPGKCLLYCNGVLEPLYLCPNGTRCATWFQDPTRFTGTLDAFVKIVRHEGTRTLWSGLPATLVMTVPATAIYFTAYDQLKAFLCGQSLTSDLYAPMVAGALARMGTVTVVSPLELVRTKLQAQHVSYRELASSVQAAVTQGGWRSLWLGWGPTALRDVPFSALYWFNYELVKSWLSGLRPKDQTSVGISFVAGGISGMVAATLTLPFDVVKTQRQMSLGAVEAVRVKPPRV.... Result: 0 (no interaction). (3) The miRNA is hsa-miR-520g-5p with sequence UCUAGAGGAAGCACUUUCUGUUU. The protein sequence of the target gene is MKLKQRVVLLAILLVIFIFTKVFLIDNLDTSAANREDQRAFHRMMTGLRVELVPKLDHTLQSPWEIAAQWVVPREVYPEETPELGAIMHAMATKKIIKADVGYKGTQLKALLILEGGQKVVFKPKRYSRDYVVEGEPYAGYDRHNAEVAAFHLDRILGFRRAPLVVGRYVNLRTEVKPVATEQLLSTFLTVGNNTCFYGKCYYCRETEPACADGDMMEGSVTLWLPDVWPLQKHRHPWGRTYREGKLARWEYDESYCDAVKKTSPYDSGPRLLDIIDTAVFDYLIGNADRHHYESFQDDE.... Result: 0 (no interaction). (4) The miRNA is hsa-miR-1910-5p with sequence CCAGUCCUGUGCCUGCCGCCU. The protein sequence of the target gene is MRRSEVLADESITCLQKALTHLREIWELIGIPEEQRLQRTEVVKKHIKDLLDRMIAEEESLRERLLKSISICQKELSTLCSELQVKPFQEEKDTTILQLEKDLRTQVELMRKQKKERKQELKLLQEQEQELRDILCMPPCDVDSTSVPTLEELKLFRQRVATLRETKESRREEFVNIKKQIILCMEELEHSPDTSFERDVVCEDESAFCLSLENIATLQKLLKQLEMKKSQNEAECEGLRTQIRELWDRLQIPEEEREPVEAIMTGSKTKIRNALKLEVDRLEELKMQNIKQVIEKIRVE.... Result: 0 (no interaction). (5) The miRNA is mmu-miR-218-5p with sequence UUGUGCUUGAUCUAACCAUGU. The protein sequence of the target gene is MAVAVGRPSNEELRNLSLSGHVGFDSLPDQLVNKSTSQGFCFNILCVGETGIGKSTLMDTLFNTKFESDPATHNEPGVRLKARSYELQESNVRLKLTIVDTVGFGDQINKDDSYKPIVEYIDAQFEAYLQEELKIKRSLFNYHDTRIHACLYFIAPTGHSLKSLDLVTMKKLDSKVNIIPIIAKADTIAKNELHKFKSKIMSELVSNGVQIYQFPTDEETVAEINATMSVHLPFAVVGSTEEVKIGNKMAKARQYPWGVVQVENENHCDFVKLREMLIRVNMEDLREQTHTRHYELYRRC.... Result: 0 (no interaction). (6) The miRNA is mmu-miR-149-5p with sequence UCUGGCUCCGUGUCUUCACUCCC. The protein sequence of the target gene is MIQNVGNHLRRGFASMFSNRTSRKSISHPESGDPPTMAEGEGYRNPTEVQMSQLVLPCHTNHRGELSIGQLLKWIDTTACLSAERHAGCPCVTASMDDIYFDHTISVGQVVNIKAKVNRAFNSSMEVGIQVVSEDLCSEKQWSVCKALATFVAHRELSKVKLKQVIPLTEEEKTEHGVAAERRRMRLVYADTIKDLLTHCVIQDDLDKDCSNMVPAEKTRVESVELVLPPHANHQGNTFGGQIMAWMENVATIAASRLCHAHPTLKAIEMFHFRGPSQVGDRLVLKAIVNNAFKHSMEVG.... Result: 1 (interaction). (7) The miRNA is ath-miR402 with sequence UUCGAGGCCUAUUAAACCUCUG. The protein sequence of the target gene is MGCRAASGLLPGVAVVLLLLLQSTQSVYIQYQGFRVQLESMKKLSDLEAQWAPSPRLQAQSLLPAVCHHPALPQDLQPVCASQEASSIFKTLRTIANDDCELCVNVACTGCL. Result: 0 (no interaction). (8) The miRNA is hsa-miR-676-3p with sequence CUGUCCUAAGGUUGUUGAGUU. The protein sequence of the target gene is MQLQFRSWMLAALTLLVVFLIFADISEIEEEIGNSGGRGTIRSAVNSLHSKSNRAEVVINGSSSPAVVDRSNESIKHNIQPASSKWRHNQTLSLRIRKQILKFLDAEKDISVLKGTLKPGDIIHYIFDRDSTMNVSQNLYELLPRTSPLKNKHFGTCAIVGNSGVLLNSGCGQEIDAHSFVIRCNLAPVQEYARDVGLKTDLVTMNPSVIQRAFEDLVNATWREKLLQRLHSLNGSILWIPAFMARGGKERVEWVNELILKHHVNVRTAYPSLRLLHAVRGYWLTNKVHIKRPTTGLLMY.... Result: 0 (no interaction).